This data is from Catalyst prediction with 721,799 reactions and 888 catalyst types from USPTO. The task is: Predict which catalyst facilitates the given reaction. (1) Reactant: [F:1][C:2]1[CH:7]=[CH:6][C:5]([F:8])=[CH:4][C:3]=1[C@H:9]1[CH2:13][CH2:12][CH2:11][N:10]1[C:14]1[CH:19]=[CH:18][N:17]2[N:20]=[CH:21][C:22]([C:23]([O:25]CC)=[O:24])=[C:16]2[N:15]=1.[Li+].[OH-]. Product: [F:1][C:2]1[CH:7]=[CH:6][C:5]([F:8])=[CH:4][C:3]=1[C@H:9]1[CH2:13][CH2:12][CH2:11][N:10]1[C:14]1[CH:19]=[CH:18][N:17]2[N:20]=[CH:21][C:22]([C:23]([OH:25])=[O:24])=[C:16]2[N:15]=1. The catalyst class is: 14. (2) Reactant: [CH:1]1([CH2:7][CH2:8][C@@H:9]([CH3:17])[CH2:10][CH2:11][CH:12]2[O:14]C2(C)C)[CH2:6][CH2:5][CH2:4][CH2:3][CH2:2]1.CC(C)=O.I([O-])(=O)(=O)=O.[K+]. Product: [CH:1]1([CH2:7][CH2:8][C@@H:9]([CH3:17])[CH2:10][CH2:11][CH:12]=[O:14])[CH2:6][CH2:5][CH2:4][CH2:3][CH2:2]1. The catalyst class is: 6. (3) Product: [Cl:1][C:2]1[CH:7]=[C:6]([O:8][CH2:9][CH:10]=[C:11]([Cl:13])[Cl:12])[CH:5]=[C:4]([C:38]#[C:37][C:32]2[CH:33]=[CH:34][CH:35]=[CH:36][C:31]=2[Cl:30])[C:3]=1[O:15][CH2:16][CH2:17][CH2:18][O:19][C:20]1[CH:25]=[CH:24][C:23]([C:26]([F:29])([F:28])[F:27])=[CH:22][N:21]=1. The catalyst class is: 337. Reactant: [Cl:1][C:2]1[C:3]([O:15][CH2:16][CH2:17][CH2:18][O:19][C:20]2[CH:25]=[CH:24][C:23]([C:26]([F:29])([F:28])[F:27])=[CH:22][N:21]=2)=[C:4](I)[CH:5]=[C:6]([O:8][CH2:9][CH:10]=[C:11]([Cl:13])[Cl:12])[CH:7]=1.[Cl:30][C:31]1[CH:36]=[CH:35][CH:34]=[CH:33][C:32]=1[C:37]#[CH:38]. (4) Reactant: [CH3:1][O:2][C:3]1[CH:21]=[CH:20][C:6]([CH2:7][N:8]2[C:16]3[C:11](=[CH:12][CH:13]=[CH:14][CH:15]=3)[C:10]([C:17]([OH:19])=O)=[N:9]2)=[CH:5][CH:4]=1.C(Cl)(=O)C(Cl)=O.[NH2:28][C:29]1[C:34]([Cl:35])=[CH:33][C:32]([CH2:36][C:37]([O:39][CH2:40][CH3:41])=[O:38])=[C:31]([F:42])[CH:30]=1.C(N(CC)CC)C. Product: [Cl:35][C:34]1[C:29]([NH:28][C:17]([C:10]2[C:11]3[C:16](=[CH:15][CH:14]=[CH:13][CH:12]=3)[N:8]([CH2:7][C:6]3[CH:5]=[CH:4][C:3]([O:2][CH3:1])=[CH:21][CH:20]=3)[N:9]=2)=[O:19])=[CH:30][C:31]([F:42])=[C:32]([CH2:36][C:37]([O:39][CH2:40][CH3:41])=[O:38])[CH:33]=1. The catalyst class is: 606. (5) The catalyst class is: 2. Reactant: [F:1][CH:2]([F:19])[C:3]1[CH:15]=[CH:14][CH:13]=[C:12]([N+:16]([O-:18])=[O:17])[C:4]=1[C:5]([O:7]C(C)(C)C)=[O:6].C(O)(C(F)(F)F)=O. Product: [F:1][CH:2]([F:19])[C:3]1[CH:15]=[CH:14][CH:13]=[C:12]([N+:16]([O-:18])=[O:17])[C:4]=1[C:5]([OH:7])=[O:6]. (6) Reactant: [C:1]([O:5][C:6]([N:8]1[CH2:13][CH2:12][N:11](CC2C=CC=CC=2)[CH:10]([CH2:21][O:22]S(C)(=O)=O)[CH2:9]1)=[O:7])([CH3:4])([CH3:3])[CH3:2].[C:27]1(O)[CH:32]=[CH:31][CH:30]=[CH:29][CH:28]=1.C(=O)([O-])[O-].[K+].[K+]. Product: [C:1]([O:5][C:6]([N:8]1[CH2:13][CH2:12][NH:11][CH:10]([CH2:21][O:22][C:27]2[CH:32]=[CH:31][CH:30]=[CH:29][CH:28]=2)[CH2:9]1)=[O:7])([CH3:2])([CH3:3])[CH3:4]. The catalyst class is: 10. (7) Reactant: [F:1][C:2]1[CH:3]=[C:4]2[C:8](=[CH:9][CH:10]=1)[N:7]([Si:11]([CH:18]([CH3:20])[CH3:19])([CH:15]([CH3:17])[CH3:16])[CH:12]([CH3:14])[CH3:13])[CH:6]=[CH:5]2.CC1(C)CCCC(C)(C)N1.C[C:32]([O-:35])(C)C.[K+].[Li]CCCC.Cl.C1C[O:46]CC1. Product: [F:1][C:2]1[CH:10]=[CH:9][C:8]2[N:7]([Si:11]([CH:15]([CH3:17])[CH3:16])([CH:18]([CH3:20])[CH3:19])[CH:12]([CH3:13])[CH3:14])[CH:6]=[CH:5][C:4]=2[C:3]=1[C:32]([OH:35])=[O:46]. The catalyst class is: 34. (8) Reactant: Cl[CH2:2][CH2:3][C:4]([NH:6][C:7]1[CH:20]=[CH:19][C:18]2[C:17](=[O:21])[C:16]3[C:11](=[CH:12][C:13]([NH:22][C:23](=[O:27])[CH2:24][CH2:25]Cl)=[CH:14][CH:15]=3)[C:10](=[O:28])[C:9]=2[CH:8]=1)=[O:5].[CH2:29]([NH:31][CH2:32][CH3:33])[CH3:30].[N:34]1[CH:39]=[CH:38]C=[CH:36][CH:35]=1. Product: [CH2:29]([N:31]([CH2:32][CH3:33])[CH2:2][CH2:3][C:4]([NH:6][C:7]1[CH:20]=[CH:19][C:18]2[C:17](=[O:21])[C:16]3[C:11](=[CH:12][C:13]([NH:22][C:23](=[O:27])[CH2:24][CH2:25][N:34]([CH2:39][CH3:38])[CH2:35][CH3:36])=[CH:14][CH:15]=3)[C:10](=[O:28])[C:9]=2[CH:8]=1)=[O:5])[CH3:30]. The catalyst class is: 9. (9) Reactant: [OH:1][C:2]1[CH:21]=[CH:20][C:5]([O:6][CH:7]2[CH2:12][CH2:11][N:10]([C:13]([O:15][C:16]([CH3:19])([CH3:18])[CH3:17])=[O:14])[CH2:9][CH2:8]2)=[CH:4][CH:3]=1.Cl.Cl[CH2:24][CH2:25][N:26]([CH2:29][CH3:30])[CH2:27][CH3:28].C(=O)([O-])[O-].[K+].[K+]. Product: [CH2:25]([N:26]([CH2:29][CH3:30])[CH2:27][CH2:28][O:1][C:2]1[CH:3]=[CH:4][C:5]([O:6][CH:7]2[CH2:12][CH2:11][N:10]([C:13]([O:15][C:16]([CH3:17])([CH3:18])[CH3:19])=[O:14])[CH2:9][CH2:8]2)=[CH:20][CH:21]=1)[CH3:24]. The catalyst class is: 21.